This data is from Catalyst prediction with 721,799 reactions and 888 catalyst types from USPTO. The task is: Predict which catalyst facilitates the given reaction. (1) Reactant: [CH2:1]1[O:44][C:43]2[CH:42]=[CH:41][C:5]([CH2:6][N:7]([S:28]([C:31]3[C:36]([CH3:37])=[CH:35][C:34]([O:38][CH3:39])=[CH:33][C:32]=3[CH3:40])(=[O:30])=[O:29])[C@H:8]([CH2:16][N:17]3C(=O)C4=CC=CC=C4C3=O)[C:9]([O:11][C:12]([CH3:15])([CH3:14])[CH3:13])=[O:10])=[CH:4][C:3]=2[O:2]1.O.NN.C(NN)(=O)C1C(=CC=CC=1)C(NN)=O. Product: [CH2:1]1[O:44][C:43]2[CH:42]=[CH:41][C:5]([CH2:6][N:7]([S:28]([C:31]3[C:32]([CH3:40])=[CH:33][C:34]([O:38][CH3:39])=[CH:35][C:36]=3[CH3:37])(=[O:30])=[O:29])[C@H:8]([CH2:16][NH2:17])[C:9]([O:11][C:12]([CH3:13])([CH3:14])[CH3:15])=[O:10])=[CH:4][C:3]=2[O:2]1. The catalyst class is: 61. (2) Reactant: Cl[C:2]1[CH:11]=[CH:10][C:9]2[C:4](=[C:5]([NH2:17])[N:6]=[C:7]3[CH:15]=[C:14]([CH3:16])[CH:13]=[CH:12][C:8]3=2)[N:3]=1.[F-:18].[K+].C1OCCOCCOCCOCCOCCOC1. Product: [F:18][C:2]1[CH:11]=[CH:10][C:9]2[C:4](=[C:5]([NH2:17])[N:6]=[C:7]3[CH:15]=[C:14]([CH3:16])[CH:13]=[CH:12][C:8]3=2)[N:3]=1. The catalyst class is: 37.